The task is: Predict the reactants needed to synthesize the given product.. This data is from Full USPTO retrosynthesis dataset with 1.9M reactions from patents (1976-2016). Given the product [CH:1]1([N:7]2[CH2:13][C:12]([F:14])([F:15])[C:11](=[O:16])[N:10]([CH3:17])[C:9]3[CH:18]=[N:19][C:20]([NH:22][C:23]4[CH:31]=[CH:30][C:26]([C:27]([NH:58][N:59]5[CH2:60][CH2:61][N:62]([C:65]([O:67][CH2:68][C:69]6[CH:74]=[CH:73][CH:72]=[CH:71][CH:70]=6)=[O:66])[CH2:63][CH2:64]5)=[O:28])=[CH:25][C:24]=4[O:32][CH3:33])=[N:21][C:8]2=3)[CH2:2][CH2:3][CH2:4][CH2:5][CH2:6]1, predict the reactants needed to synthesize it. The reactants are: [CH:1]1([N:7]2[CH2:13][C:12]([F:15])([F:14])[C:11](=[O:16])[N:10]([CH3:17])[C:9]3[CH:18]=[N:19][C:20]([NH:22][C:23]4[CH:31]=[CH:30][C:26]([C:27](O)=[O:28])=[CH:25][C:24]=4[O:32][CH3:33])=[N:21][C:8]2=3)[CH2:6][CH2:5][CH2:4][CH2:3][CH2:2]1.CN(C(ON1N=NC2C=CC=NC1=2)=[N+](C)C)C.F[P-](F)(F)(F)(F)F.[NH2:58][N:59]1[CH2:64][CH2:63][N:62]([C:65]([O:67][CH2:68][C:69]2[CH:74]=[CH:73][CH:72]=[CH:71][CH:70]=2)=[O:66])[CH2:61][CH2:60]1.